This data is from Full USPTO retrosynthesis dataset with 1.9M reactions from patents (1976-2016). The task is: Predict the reactants needed to synthesize the given product. (1) Given the product [N:47]1([CH2:2][C:3]2[S:4][CH:5]=[C:6]([C:8]([NH:10][C:11]3[CH:19]=[C:18]([C:20]4[CH:25]=[CH:24][N:23]=[C:22]5[NH:26][CH:27]=[CH:28][C:21]=45)[CH:17]=[C:16]4[C:12]=3[CH:13]=[N:14][NH:15]4)=[O:9])[N:7]=2)[CH2:52][CH2:51][O:50][CH2:49][CH2:48]1, predict the reactants needed to synthesize it. The reactants are: Cl[CH2:2][C:3]1[S:4][CH:5]=[C:6]([C:8]([NH:10][C:11]2[CH:19]=[C:18]([C:20]3[CH:25]=[CH:24][N:23]=[C:22]4[N:26](S(C5C=CC=CC=5)(=O)=O)[CH:27]=[CH:28][C:21]=34)[CH:17]=[C:16]3[C:12]=2[CH:13]=[N:14][N:15]3S(C2C=CC=CC=2)(=O)=O)=[O:9])[N:7]=1.[NH:47]1[CH2:52][CH2:51][O:50][CH2:49][CH2:48]1.C(O)(C)C.[OH-].[Na+]. (2) Given the product [Cl:17][C:11]1[C:10]([F:18])=[C:9]([C:6]2[CH:7]=[CH:8][N:4]([CH2:3][C@@H:2]([NH:1][C:29]([C:21]3[N:20]=[C:24]4[N:25]=[CH:26][CH:27]=[CH:28][N:23]4[CH:22]=3)=[O:30])[CH3:19])[N:5]=2)[CH:16]=[CH:15][C:12]=1[C:13]#[N:14], predict the reactants needed to synthesize it. The reactants are: [NH2:1][C@@H:2]([CH3:19])[CH2:3][N:4]1[CH:8]=[CH:7][C:6]([C:9]2[CH:16]=[CH:15][C:12]([C:13]#[N:14])=[C:11]([Cl:17])[C:10]=2[F:18])=[N:5]1.[N:20]1[C:21]([C:29](O)=[O:30])=[CH:22][N:23]2[CH:28]=[CH:27][CH:26]=[N:25][C:24]=12.C1C=CC2N(O)N=NC=2C=1.CCN(C(C)C)C(C)C.CCN=C=NCCCN(C)C. (3) Given the product [F:29][C:28]([F:31])([F:30])[C:26]([OH:32])=[O:27].[CH2:24]([O:23][C:21](=[O:22])[NH:20][CH:18]([C:13]1[CH:14]=[C:15]2[C:10](=[CH:11][CH:12]=1)[CH2:9][NH:8][CH2:17][CH2:16]2)[CH3:19])[CH3:25], predict the reactants needed to synthesize it. The reactants are: C(OC([N:8]1[CH2:17][CH2:16][C:15]2[C:10](=[CH:11][CH:12]=[C:13]([CH:18]([NH:20][C:21]([O:23][CH2:24][CH3:25])=[O:22])[CH3:19])[CH:14]=2)[CH2:9]1)=O)(C)(C)C.[C:26]([OH:32])([C:28]([F:31])([F:30])[F:29])=[O:27]. (4) The reactants are: [Br:1][C:2]1[CH:3]=[N:4][C:5]2[N:6]([N:8]=[C:9]([C:11]([OH:13])=O)[CH:10]=2)[CH:7]=1.[F:14][C:15]1[C:20]([C:21]2[N:25]3[CH2:26][CH2:27][NH:28][CH:29]([CH3:30])[C:24]3=[N:23][N:22]=2)=[CH:19][CH:18]=[CH:17][N:16]=1. Given the product [Br:1][C:2]1[CH:3]=[N:4][C:5]2[N:6]([N:8]=[C:9]([C:11]([N:28]3[CH2:27][CH2:26][N:25]4[C:21]([C:20]5[C:15]([F:14])=[N:16][CH:17]=[CH:18][CH:19]=5)=[N:22][N:23]=[C:24]4[CH:29]3[CH3:30])=[O:13])[CH:10]=2)[CH:7]=1, predict the reactants needed to synthesize it. (5) Given the product [NH2:37][C:33]1[C:34]2[C:29](=[CH:28][C:27]([CH2:26][NH:25][C:16]([C:14]3[C:13]([C:19]4[CH:20]=[CH:21][CH:22]=[CH:23][CH:24]=4)=[N:12][N:11]([CH2:10][C:7]4[CH:8]=[N:9][C:4]([O:3][CH2:1][CH3:2])=[CH:5][CH:6]=4)[CH:15]=3)=[O:18])=[CH:36][CH:35]=2)[CH:30]=[CH:31][N:32]=1, predict the reactants needed to synthesize it. The reactants are: [CH2:1]([O:3][C:4]1[N:9]=[CH:8][C:7]([CH2:10][N:11]2[CH:15]=[C:14]([C:16]([OH:18])=O)[C:13]([C:19]3[CH:24]=[CH:23][CH:22]=[CH:21][CH:20]=3)=[N:12]2)=[CH:6][CH:5]=1)[CH3:2].[NH2:25][CH2:26][C:27]1[CH:28]=[C:29]2[C:34](=[CH:35][CH:36]=1)[C:33]([NH2:37])=[N:32][CH:31]=[CH:30]2.C(N(CC)C(C)C)(C)C.CN(C(ON1N=NC2C=CC=NC1=2)=[N+](C)C)C.F[P-](F)(F)(F)(F)F. (6) Given the product [NH2:41][C:36]1[C:35]([C:28]2[CH:27]=[CH:26][C:25]([OH:24])=[CH:30][CH:29]=2)=[CH:40][CH:39]=[CH:38][N:37]=1, predict the reactants needed to synthesize it. The reactants are: O.O.O.O.O.O.O.O.O.O.C(=O)([O-])[O-].[Na+].[Na+].[Si]([O:24][C:25]1[CH:30]=[CH:29][C:28](B(O)O)=[CH:27][CH:26]=1)(C(C)(C)C)(C)C.Br[C:35]1[C:36]([NH2:41])=[N:37][CH:38]=[CH:39][CH:40]=1. (7) Given the product [CH:1]1([CH:7]([C:18]2[C:26]3[C:21](=[N:22][CH:23]=[CH:24][CH:25]=3)[NH:20][CH:19]=2)[CH2:8][C:13]([NH:27][CH3:28])=[O:12])[CH2:2][CH2:3][CH2:4][CH2:5][CH2:6]1, predict the reactants needed to synthesize it. The reactants are: [CH:1]1([CH:7]([C:18]2[C:26]3[C:21](=[N:22][CH:23]=[CH:24][CH:25]=3)[NH:20][CH:19]=2)[CH:8]2[C:13](=O)[O:12]C(C)(C)OC2=O)[CH2:6][CH2:5][CH2:4][CH2:3][CH2:2]1.[N:27]1C=CC=C[CH:28]=1.CN. (8) Given the product [N:9]1[CH:14]=[CH:13][CH:12]=[C:11]([C@@H:15]2[CH2:2][C@H:16]2[C:17]([O:19][CH2:20][CH3:21])=[O:18])[CH:10]=1, predict the reactants needed to synthesize it. The reactants are: [I-].[CH3:2][S+](C)(C)=O.[H-].[Na+].[N:9]1[CH:14]=[CH:13][CH:12]=[C:11](/[CH:15]=[CH:16]/[C:17]([O:19][CH2:20][CH3:21])=[O:18])[CH:10]=1. (9) Given the product [NH2:7][CH2:10][C@:11]([C:14]1[CH:19]=[C:18]([Br:20])[CH:17]=[CH:16][C:15]=1[F:21])([OH:13])[CH3:12], predict the reactants needed to synthesize it. The reactants are: [H-].[H-].[H-].[H-].[Li+].[Al+3].[N:7]([CH2:10][C@:11]([C:14]1[CH:19]=[C:18]([Br:20])[CH:17]=[CH:16][C:15]=1[F:21])([OH:13])[CH3:12])=[N+]=[N-].